Predict the reactants needed to synthesize the given product. From a dataset of Retrosynthesis with 50K atom-mapped reactions and 10 reaction types from USPTO. Given the product Nc1cccc([N+](=O)[O-])c1O, predict the reactants needed to synthesize it. The reactants are: O=[N+]([O-])c1cccc([N+](=O)[O-])c1O.